This data is from Reaction yield outcomes from USPTO patents with 853,638 reactions. The task is: Predict the reaction yield, written as a fraction of the theoretical maximum amount of product (1.0 means a 100% yield; for example, 0.34 means a 34% yield). (1) The reactants are [C:1]([C:5]1[CH:6]=[C:7]2[C:12](=[CH:13][CH:14]=1)[CH:11]=[C:10]([C:15]([O:17]C)=[O:16])[CH:9]=[CH:8]2)([CH3:4])([CH3:3])[CH3:2].[OH-].[Na+]. The catalyst is CO. The product is [C:1]([C:5]1[CH:6]=[C:7]2[C:12](=[CH:13][CH:14]=1)[CH:11]=[C:10]([C:15]([OH:17])=[O:16])[CH:9]=[CH:8]2)([CH3:4])([CH3:2])[CH3:3]. The yield is 0.770. (2) The reactants are [CH2:1]([N:3]1[C:11]2[C:6](=[CH:7][CH:8]=[C:9]([O:12][CH3:13])[CH:10]=2)[C:5]([C:14]([OH:16])=O)=[CH:4]1)[CH3:2].C(Cl)Cl.C(Cl)(=O)C(Cl)=O.[NH4+:26].[OH-]. The catalyst is CN(C=O)C. The product is [CH2:1]([N:3]1[C:11]2[C:6](=[CH:7][CH:8]=[C:9]([O:12][CH3:13])[CH:10]=2)[C:5]([C:14]([NH2:26])=[O:16])=[CH:4]1)[CH3:2]. The yield is 0.540. (3) The reactants are Br[C:2]1[CH:3]=[C:4]2[C:9](=[CH:10][CH:11]=1)[N:8]=[CH:7][C:6]([C:12]([CH:14]1[CH2:16][CH2:15]1)=[O:13])=[C:5]2[NH:17][C:18]1[CH:23]=[CH:22][C:21]([CH:24]([OH:29])[CH2:25][N:26]([CH3:28])[CH3:27])=[CH:20][CH:19]=1.[Cl:30][C:31]1[CH:36]=[C:35](B2OC(C)(C)C(C)(C)O2)[CH:34]=[C:33]([Cl:46])[C:32]=1[OH:47]. No catalyst specified. The product is [CH:14]1([C:12]([C:6]2[CH:7]=[N:8][C:9]3[C:4]([C:5]=2[NH:17][C:18]2[CH:23]=[CH:22][C:21]([CH:24]([OH:29])[CH2:25][N:26]([CH3:27])[CH3:28])=[CH:20][CH:19]=2)=[CH:3][C:2]([C:35]2[CH:36]=[C:31]([Cl:30])[C:32]([OH:47])=[C:33]([Cl:46])[CH:34]=2)=[CH:11][CH:10]=3)=[O:13])[CH2:16][CH2:15]1. The yield is 0.690. (4) The reactants are [OH:1][C@@:2]1([C:9]#[C:10][C:11]2[CH:12]=[C:13]([N:17]3[C:21]4=[CH:22][N:23]=[C:24]([CH3:26])[CH:25]=[C:20]4[C:19]([C:27]([O:29]C)=O)=[N:18]3)[CH:14]=[CH:15][CH:16]=2)[CH2:6][CH2:5][N:4]([CH3:7])[C:3]1=[O:8].[NH3:31]. No catalyst specified. The product is [OH:1][C@@:2]1([C:9]#[C:10][C:11]2[CH:12]=[C:13]([N:17]3[C:21]4=[CH:22][N:23]=[C:24]([CH3:26])[CH:25]=[C:20]4[C:19]([C:27]([NH2:31])=[O:29])=[N:18]3)[CH:14]=[CH:15][CH:16]=2)[CH2:6][CH2:5][N:4]([CH3:7])[C:3]1=[O:8]. The yield is 0.280. (5) The reactants are [CH3:1][C:2]([O:5][C:6]([NH:8][C@@H:9]([CH2:19]O)[CH2:10][CH2:11][C:12]([O:14][C:15]([CH3:18])([CH3:17])[CH3:16])=[O:13])=[O:7])([CH3:4])[CH3:3].C1(P(C2C=CC=CC=2)C2C=CC=CC=2)C=CC=CC=1.N1C=CN=C1.[I:45]I. The catalyst is C(Cl)Cl. The product is [CH3:1][C:2]([O:5][C:6]([NH:8][C@@H:9]([CH2:19][I:45])[CH2:10][CH2:11][C:12]([O:14][C:15]([CH3:18])([CH3:17])[CH3:16])=[O:13])=[O:7])([CH3:4])[CH3:3]. The yield is 0.770.